This data is from Full USPTO retrosynthesis dataset with 1.9M reactions from patents (1976-2016). The task is: Predict the reactants needed to synthesize the given product. (1) Given the product [N:5]1([CH2:2][CH2:3][OH:4])[CH2:10][CH2:9][CH2:8][CH2:7][CH2:6]1, predict the reactants needed to synthesize it. The reactants are: Br[CH2:2][CH2:3][OH:4].[NH:5]1[CH2:10][CH2:9][CH2:8][CH2:7][CH2:6]1. (2) Given the product [CH3:1][O:2][C:3](=[O:18])[C:4]([C:7]1[C:15]2[C:10](=[CH:11][CH:12]=[C:13]([F:16])[CH:14]=2)[N:9]([NH:17][C:33]([C:29]2[C:30]([CH3:32])=[N:31][C:26]([C:22]3[CH:23]=[CH:24][CH:25]=[C:20]([F:19])[CH:21]=3)=[N:27][CH:28]=2)=[O:34])[CH:8]=1)([CH3:6])[CH3:5], predict the reactants needed to synthesize it. The reactants are: [CH3:1][O:2][C:3](=[O:18])[C:4]([C:7]1[C:15]2[C:10](=[CH:11][CH:12]=[C:13]([F:16])[CH:14]=2)[N:9]([NH2:17])[CH:8]=1)([CH3:6])[CH3:5].[F:19][C:20]1[CH:21]=[C:22]([C:26]2[N:31]=[C:30]([CH3:32])[C:29]([C:33](O)=[O:34])=[CH:28][N:27]=2)[CH:23]=[CH:24][CH:25]=1.C[N+]1(C2N=C(OC)N=C(OC)N=2)CCOCC1.[Cl-]. (3) The reactants are: [CH:1]1([C:4]2[N:8]([C:9]3[N:14]=[CH:13][C:12]([NH:15][C:16](=[O:28])[CH2:17][C:18]4[CH:19]=[C:20]5[C:25](=[CH:26][CH:27]=4)[N:24]=[CH:23][CH:22]=[CH:21]5)=[CH:11][CH:10]=3)[N:7]=[C:6]([C:29]([F:32])([F:31])[F:30])[CH:5]=2)[CH2:3][CH2:2]1.[ClH:33]. Given the product [ClH:33].[CH:1]1([C:4]2[N:8]([C:9]3[N:14]=[CH:13][C:12]([NH:15][C:16](=[O:28])[CH2:17][C:18]4[CH:19]=[C:20]5[C:25](=[CH:26][CH:27]=4)[N:24]=[CH:23][CH:22]=[CH:21]5)=[CH:11][CH:10]=3)[N:7]=[C:6]([C:29]([F:30])([F:32])[F:31])[CH:5]=2)[CH2:3][CH2:2]1, predict the reactants needed to synthesize it.